Dataset: Human liver microsome stability data. Task: Regression/Classification. Given a drug SMILES string, predict its absorption, distribution, metabolism, or excretion properties. Task type varies by dataset: regression for continuous measurements (e.g., permeability, clearance, half-life) or binary classification for categorical outcomes (e.g., BBB penetration, CYP inhibition). Dataset: hlm. (1) The drug is O=C(Nc1cc(C(F)(F)F)cc(C(F)(F)F)c1)c1ccc(Cl)cc1O. The result is 0 (unstable in human liver microsomes). (2) The drug is O=C(O)CCNc1nc(N2CCc3ccccc3CC2)cc(-n2cccn2)n1. The result is 0 (unstable in human liver microsomes). (3) The drug is CS(=O)(=O)Nc1ccc2c(c1)S(=O)(=O)NC(C1=C(O)[C@@H]3[C@@H]4CC[C@@H](C4)[C@@H]3N(Cc3ccc(F)c(F)c3)C1=O)=N2. The result is 0 (unstable in human liver microsomes). (4) The drug is COc1ccc(S(=O)(=O)N2Cc3ccc(/C=C/C(=O)NO)cc3C2)cc1. The result is 1 (stable in human liver microsomes).